From a dataset of Forward reaction prediction with 1.9M reactions from USPTO patents (1976-2016). Predict the product of the given reaction. (1) Given the reactants [CH3:1][C@H:2]1[CH2:7][CH2:6][C@H:5]([CH2:8][OH:9])[CH2:4][CH2:3]1.[Cr](Cl)([O-])(=O)=O.[NH+]1C=CC=CC=1, predict the reaction product. The product is: [CH3:1][C@H:2]1[CH2:7][CH2:6][C@H:5]([CH:8]=[O:9])[CH2:4][CH2:3]1. (2) Given the reactants Cl[C:2]1[CH:7]=[C:6]([C:8]([F:11])([F:10])[F:9])[N:5]=[C:4]([C:12]2[CH:13]=[N:14][C:15]([C:18]([F:21])([F:20])[F:19])=[CH:16][CH:17]=2)[N:3]=1.[Cl:22][C:23]1[CH:29]=[CH:28][C:27]([O:30][CH3:31])=[CH:26][C:24]=1[NH2:25].Cl.[OH-].[Na+], predict the reaction product. The product is: [Cl:22][C:23]1[CH:29]=[CH:28][C:27]([O:30][CH3:31])=[CH:26][C:24]=1[NH:25][C:2]1[CH:7]=[C:6]([C:8]([F:11])([F:10])[F:9])[N:5]=[C:4]([C:12]2[CH:13]=[N:14][C:15]([C:18]([F:21])([F:20])[F:19])=[CH:16][CH:17]=2)[N:3]=1. (3) Given the reactants [O:1]=[C:2]1[N:6]([C:7]([O:9][C:10]([CH3:13])([CH3:12])[CH3:11])=[O:8])[CH:5]2[C:14]3[C:19]([CH2:20][CH:4]2[CH2:3]1)=[CH:18][CH:17]=[CH:16][CH:15]=3.CC1C=CC(S(N)(=O)=O)=CC=1.[C:32]([O:35]I(C1C=CC=CC=1)[O:35][C:32](=[O:34])[CH3:33])(=[O:34])[CH3:33].II.S([O-])([O-])=O.[Na+].[Na+], predict the reaction product. The product is: [C:32]([O:35][CH:20]1[CH:4]2[CH:5]([N:6]([C:7]([O:9][C:10]([CH3:13])([CH3:12])[CH3:11])=[O:8])[C:2](=[O:1])[CH2:3]2)[C:14]2[C:19]1=[CH:18][CH:17]=[CH:16][CH:15]=2)(=[O:34])[CH3:33]. (4) Given the reactants [O:1]1[C:5]2([CH2:10][CH2:9][CH2:8][CH2:7][CH:6]2[C:11]([OH:13])=O)[O:4][CH2:3][CH2:2]1.ON1C2C=CC=CC=2N=N1.O[NH:25][C:26](=[NH:28])[CH3:27], predict the reaction product. The product is: [O:4]1[C:5]2([CH2:10][CH2:9][CH2:8][CH2:7][CH:6]2[C:11]2[O:13][N:28]=[C:26]([CH3:27])[N:25]=2)[O:1][CH2:2][CH2:3]1.